Task: Predict the product of the given reaction.. Dataset: Forward reaction prediction with 1.9M reactions from USPTO patents (1976-2016) (1) Given the reactants [C:1]([C:4]1[C:12]2[C:7](=[CH:8][C:9]([C:13]([O:15][CH3:16])=[O:14])=[CH:10][CH:11]=2)[N:6]([CH2:17][C:18]([O:20]C(C)(C)C)=[O:19])[CH:5]=1)(=[O:3])[CH3:2], predict the reaction product. The product is: [C:1]([C:4]1[C:12]2[C:7](=[CH:8][C:9]([C:13]([O:15][CH3:16])=[O:14])=[CH:10][CH:11]=2)[N:6]([CH2:17][C:18]([OH:20])=[O:19])[CH:5]=1)(=[O:3])[CH3:2]. (2) Given the reactants [N:1]1([C:7]2[CH:8]=[CH:9][CH:10]=[C:11]3[C:16]=2[N:15]=[CH:14][CH:13]=[CH:12]3)[CH2:6][CH2:5][NH:4][CH2:3][CH2:2]1.[O:17]=[C:18]1[NH:23][C:22]2[CH:24]=[C:25]([CH:28]=O)[CH:26]=[CH:27][C:21]=2[O:20][CH2:19]1.C(O)(=O)C.C(O[BH-](OC(=O)C)OC(=O)C)(=O)C.[Na+].[Cl:48]C(Cl)C, predict the reaction product. The product is: [ClH:48].[N:15]1[C:16]2[C:11](=[CH:10][CH:9]=[CH:8][C:7]=2[N:1]2[CH2:6][CH2:5][N:4]([CH2:28][C:25]3[CH:26]=[CH:27][C:21]4[O:20][CH2:19][C:18](=[O:17])[NH:23][C:22]=4[CH:24]=3)[CH2:3][CH2:2]2)[CH:12]=[CH:13][CH:14]=1. (3) Given the reactants [F:1][C:2]1[CH:32]=[CH:31][C:5]2[NH:6][C:7]([C:9]3[CH:10]=[CH:11][C:12]([N:15]4[CH2:20][CH2:19][CH:18]([O:21][C@H:22]5[CH2:27][CH2:26][C@H:25]([C:28]([OH:30])=O)[CH2:24][CH2:23]5)[CH2:17][CH2:16]4)=[N:13][CH:14]=3)=[N:8][C:4]=2[CH:3]=1.[CH3:33][C:34]1([S:37]([NH2:40])(=[O:39])=[O:38])[CH2:36][CH2:35]1.CN(C(ON1N=NC2C=CC=NC1=2)=[N+](C)C)C.F[P-](F)(F)(F)(F)F.CCN(C(C)C)C(C)C, predict the reaction product. The product is: [F:1][C:2]1[CH:32]=[CH:31][C:5]2[NH:6][C:7]([C:9]3[CH:10]=[CH:11][C:12]([N:15]4[CH2:20][CH2:19][CH:18]([O:21][C@H:22]5[CH2:27][CH2:26][C@H:25]([C:28]([NH:40][S:37]([C:34]6([CH3:33])[CH2:36][CH2:35]6)(=[O:39])=[O:38])=[O:30])[CH2:24][CH2:23]5)[CH2:17][CH2:16]4)=[N:13][CH:14]=3)=[N:8][C:4]=2[CH:3]=1. (4) The product is: [C:2]1([N:8]2[CH2:13][CH2:12][O:11][CH2:10][CH2:9]2)[CH:7]=[CH:6][CH:5]=[CH:4][CH:3]=1. Given the reactants Br[C:2]1[CH:7]=[CH:6][CH:5]=[CH:4][CH:3]=1.[NH:8]1[CH2:13][CH2:12][O:11][CH2:10][CH2:9]1.CC([O-])(C)C.[Na+].C(Cl)(Cl)Cl, predict the reaction product.